From a dataset of Full USPTO retrosynthesis dataset with 1.9M reactions from patents (1976-2016). Predict the reactants needed to synthesize the given product. Given the product [CH:19]1([CH2:18][CH2:17][C@H:13]([NH:12][C:1](=[O:10])[C:2]2[CH:7]=[CH:6][CH:5]=[C:4]([O:8][CH3:9])[CH:3]=2)[C:14](=[O:16])[NH:28][CH2:27][CH2:25][N:42]2[C:43]3[C:39](=[CH:38][C:37]([O:36][CH2:29][C:30]4[CH:31]=[CH:32][CH:33]=[CH:34][CH:35]=4)=[CH:45][CH:44]=3)[CH2:40][CH2:41]2)[CH2:24][CH2:23][CH2:22][CH2:21][CH2:20]1, predict the reactants needed to synthesize it. The reactants are: [C:1](Cl)(=[O:10])[C:2]1[CH:7]=[CH:6][CH:5]=[C:4]([O:8][CH3:9])[CH:3]=1.[NH2:12][C@@H:13]([CH2:17][CH2:18][CH:19]1[CH2:24][CH2:23][CH2:22][CH2:21][CH2:20]1)[C:14]([OH:16])=O.[CH2:25]([CH2:27][NH2:28])O.[CH2:29]([O:36][C:37]1[CH:38]=[C:39]2[C:43](=[CH:44][CH:45]=1)[NH:42][CH2:41][CH2:40]2)[C:30]1[CH:35]=[CH:34][CH:33]=[CH:32][CH:31]=1.